Dataset: Full USPTO retrosynthesis dataset with 1.9M reactions from patents (1976-2016). Task: Predict the reactants needed to synthesize the given product. (1) Given the product [Cl:14][C:11]1[CH:12]=[CH:13][C:8]([C:6]2[CH:7]=[C:2]([NH:15][NH2:16])[N:3]=[CH:4][N:5]=2)=[CH:9][CH:10]=1, predict the reactants needed to synthesize it. The reactants are: Cl[C:2]1[CH:7]=[C:6]([C:8]2[CH:13]=[CH:12][C:11]([Cl:14])=[CH:10][CH:9]=2)[N:5]=[CH:4][N:3]=1.[NH2:15][NH2:16]. (2) Given the product [NH:1]([C:21]([O:23][C:24]([CH3:27])([CH3:26])[CH3:25])=[O:22])[C@@H:2]([C:7]([NH:9][C@H:10]([C:15]([OH:17])=[O:16])[CH2:11][CH:12]([CH3:14])[CH3:13])=[O:8])[CH2:3][CH:4]([CH3:6])[CH3:5], predict the reactants needed to synthesize it. The reactants are: [NH:1]([C:21]([O:23][C:24]([CH3:27])([CH3:26])[CH3:25])=[O:22])[C@@H:2]([C:7]([NH:9][C@H:10]([C:15]([O:17]CC=C)=[O:16])[CH2:11][CH:12]([CH3:14])[CH3:13])=[O:8])[CH2:3][CH:4]([CH3:6])[CH3:5].[OH-].[Na+]. (3) Given the product [F:18][C:19]([F:24])([F:23])[C:20]([O-:22])=[O:21].[C:15]([C:12]1([CH2:11][NH2+:8][CH2:9][CH3:10])[CH2:14][CH2:13]1)([OH:17])=[O:16], predict the reactants needed to synthesize it. The reactants are: C(OC([N:8]([CH2:11][C:12]1([C:15]([OH:17])=[O:16])[CH2:14][CH2:13]1)[CH2:9][CH3:10])=O)(C)(C)C.[F:18][C:19]([F:24])([F:23])[C:20]([OH:22])=[O:21]. (4) Given the product [F:1][C:2]1[CH:7]=[CH:6][C:5]([O:8][CH2:9][CH:11]2[CH2:12][O:13]2)=[CH:4][CH:3]=1, predict the reactants needed to synthesize it. The reactants are: [F:1][C:2]1[CH:7]=[CH:6][C:5]([OH:8])=[CH:4][CH:3]=1.[CH2:9]([CH:11]1[O:13][CH2:12]1)Cl.C(=O)([O-])[O-].[K+].[K+].O. (5) Given the product [F:24][C:19]1[CH:18]=[C:17]([C:4]2[NH:5][CH:6]=[C:2]([C:42]3[CH2:43][CH2:44][N:45]4[C@H:40]([CH:41]=3)[CH2:39][C@@H:38]([C:34]3[CH:35]=[CH:36][CH:37]=[C:32]([CH3:31])[CH:33]=3)[CH2:46]4)[C:3]=2[C:25]2[CH:30]=[CH:29][N:28]=[CH:27][CH:26]=2)[CH:22]=[CH:21][C:20]=1[F:23], predict the reactants needed to synthesize it. The reactants are: Br[C:2]1[C:3]([C:25]2[CH:30]=[CH:29][N:28]=[CH:27][CH:26]=2)=[C:4]([C:17]2[CH:22]=[CH:21][C:20]([F:23])=[C:19]([F:24])[CH:18]=2)[N:5]([Si](C(C)C)(C(C)C)C(C)C)[CH:6]=1.[CH3:31][C:32]1[CH:33]=[C:34]([C@H:38]2[CH2:46][N:45]3[C@H:40]([CH2:41][C:42](=O)[CH2:43][CH2:44]3)[CH2:39]2)[CH:35]=[CH:36][CH:37]=1.C(OCC)(=O)C.C(N)(C)C. (6) Given the product [Cl:1][C:2]1[CH:3]=[C:4]([NH:10][C:11](=[O:12])[CH2:13][CH:14]([CH3:19])[CH2:15][C:16]([NH:20][C:21]2[CH:22]=[CH:23][C:24]3[N:25]([CH2:35][CH3:36])[C:26](=[O:34])[N:27]([CH2:32][CH3:33])[C:28](=[O:31])[C:29]=3[N:30]=2)=[O:18])[CH:5]=[CH:6][C:7]=1[C:8]#[N:9], predict the reactants needed to synthesize it. The reactants are: [Cl:1][C:2]1[CH:3]=[C:4]([NH:10][C:11]([CH2:13][CH:14]([CH3:19])[CH2:15][C:16]([OH:18])=O)=[O:12])[CH:5]=[CH:6][C:7]=1[C:8]#[N:9].[NH2:20][C:21]1[CH:22]=[CH:23][C:24]2[N:25]([CH2:35][CH3:36])[C:26](=[O:34])[N:27]([CH2:32][CH3:33])[C:28](=[O:31])[C:29]=2[N:30]=1.C(P1(=O)OP(CCC)(=O)OP(CCC)(=O)O1)CC.CCN(C(C)C)C(C)C.